From a dataset of Full USPTO retrosynthesis dataset with 1.9M reactions from patents (1976-2016). Predict the reactants needed to synthesize the given product. (1) Given the product [Br:14][CH2:13][CH2:12][CH2:11][CH:5]([CH3:6])[C:4]([OH:15])=[O:3], predict the reactants needed to synthesize it. The reactants are: Br.C[O:3][C:4](=[O:15])[C:5]([CH2:11][CH2:12][CH2:13][Br:14])(C)[C:6](OC)=O.[OH-].[Na+]. (2) Given the product [CH3:1][C:2]1[C:3]([C:12]2[CH:16]=[C:15]([NH:17][C:24](=[O:25])[CH2:20][C:21]([O:22][CH2:31][CH3:32])=[O:33])[NH:14][N:13]=2)=[N:4][C:5]2[C:10]([N:11]=1)=[CH:9][CH:8]=[CH:7][CH:6]=2, predict the reactants needed to synthesize it. The reactants are: [CH3:1][C:2]1[C:3]([C:12]2[CH:16]=[C:15]([NH2:17])[NH:14][N:13]=2)=[N:4][C:5]2[C:10]([N:11]=1)=[CH:9][CH:8]=[CH:7][CH:6]=2.C([CH:20]([C:24](Cl)=[O:25])[C:21](Cl)=[O:22])C.N1[CH:32]=[CH:31]C=CC=1.[OH2:33]. (3) Given the product [O:1]=[C:2]1[CH2:11][CH2:10][C:9]2[C:4](=[CH:5][CH:6]=[C:7]([C:12]3[CH:13]=[CH:14][C:15]([C:18]([F:20])([F:19])[F:21])=[CH:16][CH:17]=3)[CH:8]=2)[N:3]1[CH2:22][C:23]([O-:25])=[O:24].[Na+:30], predict the reactants needed to synthesize it. The reactants are: [O:1]=[C:2]1[CH2:11][CH2:10][C:9]2[C:4](=[CH:5][CH:6]=[C:7]([C:12]3[CH:17]=[CH:16][C:15]([C:18]([F:21])([F:20])[F:19])=[CH:14][CH:13]=3)[CH:8]=2)[N:3]1[CH2:22][C:23]([OH:25])=[O:24].C(=O)(O)[O-].[Na+:30].O. (4) The reactants are: C(OC(=O)[NH:7][CH2:8][C:9]([CH3:48])([CH3:47])[CH2:10][NH:11][C:12](=[O:46])[C:13]1[CH:18]=[CH:17][C:16]([NH:19][C:20]2[N:25]=[C:24]([NH:26][CH2:27][C:28]3[CH:33]=[CH:32][C:31]([O:34][CH2:35][C:36]([CH2:38][Cl:39])=[CH2:37])=[CH:30][CH:29]=3)[N:23]=[C:22]([O:40][CH2:41][C:42]([F:45])([F:44])[F:43])[N:21]=2)=[CH:15][CH:14]=1)(C)(C)C.C(O)(C(F)(F)F)=O. Given the product [NH2:7][CH2:8][C:9]([CH3:48])([CH3:47])[CH2:10][NH:11][C:12](=[O:46])[C:13]1[CH:18]=[CH:17][C:16]([NH:19][C:20]2[N:25]=[C:24]([NH:26][CH2:27][C:28]3[CH:33]=[CH:32][C:31]([O:34][CH2:35][C:36]([CH2:38][Cl:39])=[CH2:37])=[CH:30][CH:29]=3)[N:23]=[C:22]([O:40][CH2:41][C:42]([F:45])([F:44])[F:43])[N:21]=2)=[CH:15][CH:14]=1, predict the reactants needed to synthesize it. (5) Given the product [Cl:1]/[C:2](/[C:12]([F:15])([F:14])[F:13])=[CH:3]\[CH:4]1[CH:6]([C:7]([NH:30][CH2:29][C:25]2[CH:26]=[CH:27][CH:28]=[C:23]([O:16][C:17]3[CH:22]=[CH:21][CH:20]=[CH:19][CH:18]=3)[CH:24]=2)=[O:8])[C:5]1([CH3:11])[CH3:10], predict the reactants needed to synthesize it. The reactants are: [Cl:1]/[C:2](/[C:12]([F:15])([F:14])[F:13])=[CH:3]\[CH:4]1[CH:6]([C:7](Cl)=[O:8])[C:5]1([CH3:11])[CH3:10].[O:16]([C:23]1[CH:24]=[C:25]([CH2:29][NH2:30])[CH:26]=[CH:27][CH:28]=1)[C:17]1[CH:22]=[CH:21][CH:20]=[CH:19][CH:18]=1.N1C=CC=CC=1. (6) Given the product [Cl:13][C:14]1[CH:15]=[C:16]([CH:18]=[CH:19][C:20]=1[O:21][CH2:22][C:23]1[CH:28]=[CH:27][CH:26]=[CH:25][N:24]=1)[NH:17][C:2]1[C:11]2[C:6](=[CH:7][CH:8]=[CH:9][C:10]=2[F:12])[N:5]=[CH:4][N:3]=1, predict the reactants needed to synthesize it. The reactants are: Cl[C:2]1[C:11]2[C:6](=[CH:7][CH:8]=[CH:9][C:10]=2[F:12])[N:5]=[CH:4][N:3]=1.[Cl:13][C:14]1[CH:15]=[C:16]([CH:18]=[CH:19][C:20]=1[O:21][CH2:22][C:23]1[CH:28]=[CH:27][CH:26]=[CH:25][N:24]=1)[NH2:17].